This data is from Forward reaction prediction with 1.9M reactions from USPTO patents (1976-2016). The task is: Predict the product of the given reaction. (1) Given the reactants [CH3:1][N:2]1[CH:6]=[C:5]([C:7]2[CH:12]=[CH:11][CH:10]=[CH:9][CH:8]=2)[N:4]=[CH:3]1.C([Li])CCC.CN(C)[CH:20]=[O:21], predict the reaction product. The product is: [CH3:1][N:2]1[CH:6]=[C:5]([C:7]2[CH:8]=[CH:9][CH:10]=[CH:11][CH:12]=2)[N:4]=[C:3]1[CH:20]=[O:21]. (2) Given the reactants [Cl:1][C:2]1[CH:3]=[N:4][N:5]([C:7]2([C:10]([NH:12][C:13]3[C:18]([N+:19]([O-])=O)=[CH:17][CH:16]=[C:15]([N:22]4[CH2:27][CH2:26][CH2:25][C@@H:24]([C:28]([N:30]5[CH2:34][CH2:33][CH2:32][CH2:31]5)=[O:29])[CH2:23]4)[N:14]=3)=O)[CH2:9][CH2:8]2)[CH:6]=1.C(O)(=O)C.O.[OH-].[NH4+], predict the reaction product. The product is: [Cl:1][C:2]1[CH:3]=[N:4][N:5]([C:7]2([C:10]3[NH:12][C:13]4=[N:14][C:15]([N:22]5[CH2:27][CH2:26][CH2:25][C@@H:24]([C:28]([N:30]6[CH2:34][CH2:33][CH2:32][CH2:31]6)=[O:29])[CH2:23]5)=[CH:16][CH:17]=[C:18]4[N:19]=3)[CH2:9][CH2:8]2)[CH:6]=1.